From a dataset of Full USPTO retrosynthesis dataset with 1.9M reactions from patents (1976-2016). Predict the reactants needed to synthesize the given product. The reactants are: [CH3:1][O:2][C:3](=[O:49])[NH:4][C@H:5]([C:9]([N:11]1[CH2:15][CH2:14][CH2:13][C@H:12]1[C:16]1[NH:17][CH:18]=[C:19]([C:21]2[CH:26]=[CH:25][C:24]([C:27]3[CH:32]=[CH:31][C:30]([NH:33][C:34]([C:36]4[CH:37]=[N:38][C:39]([N:42]5[CH2:47][CH2:46][NH:45][CH2:44][C@H:43]5[CH3:48])=[CH:40][CH:41]=4)=[O:35])=[CH:29][CH:28]=3)=[CH:23][CH:22]=2)[N:20]=1)=[O:10])[CH:6]([CH3:8])[CH3:7].[CH3:50][C:51]1([CH3:57])[CH2:53][C@@H:52]1[C:54](O)=[O:55].CN(C)C=O.C(N(CC)C(C)C)(C)C. Given the product [CH3:1][O:2][C:3](=[O:49])[NH:4][C@H:5]([C:9]([N:11]1[CH2:15][CH2:14][CH2:13][C@H:12]1[C:16]1[NH:17][CH:18]=[C:19]([C:21]2[CH:26]=[CH:25][C:24]([C:27]3[CH:32]=[CH:31][C:30]([NH:33][C:34]([C:36]4[CH:37]=[N:38][C:39]([N:42]5[CH2:47][CH2:46][N:45]([C:54]([C@H:52]6[CH2:53][C:51]6([CH3:57])[CH3:50])=[O:55])[CH2:44][C@H:43]5[CH3:48])=[CH:40][CH:41]=4)=[O:35])=[CH:29][CH:28]=3)=[CH:23][CH:22]=2)[N:20]=1)=[O:10])[CH:6]([CH3:8])[CH3:7], predict the reactants needed to synthesize it.